This data is from KCNQ2 potassium channel screen with 302,405 compounds. The task is: Binary Classification. Given a drug SMILES string, predict its activity (active/inactive) in a high-throughput screening assay against a specified biological target. (1) The compound is O=C(NC(C)(C)C)C(N(c1cccnc1)C(=O)CNC(=O)c1occc1)c1ccc(C(C)C)cc1. The result is 0 (inactive). (2) The compound is S1C(C(=O)N2CCN=C12)CC(=O)Nc1ccc(cc1)C(OCC)=O. The result is 0 (inactive). (3) The result is 0 (inactive). The compound is S=C(N(CCc1c2c([nH]c1C)cccc2)Cc1cccnc1)Nc1ccc(F)cc1. (4) The drug is O=C(Nc1ccc(N2CCCCCC2)cc1)CCC(O)=O. The result is 0 (inactive). (5) The compound is Clc1c(nsc1Cl)C(OCC(=O)NCCOC)=O. The result is 0 (inactive). (6) The drug is Clc1ccc(SCC(=O)NCC=C)cc1. The result is 0 (inactive). (7) The drug is S1CCN(c2c1ccc(c2)C(=O)NCc1c(F)cccc1)C. The result is 0 (inactive).